From a dataset of Reaction yield outcomes from USPTO patents with 853,638 reactions. Predict the reaction yield, written as a fraction of the theoretical maximum amount of product (1.0 means a 100% yield; for example, 0.34 means a 34% yield). (1) The reactants are Cl[CH2:2][C:3]1[N:4]=[C:5]2[N:10]=[C:9]([CH3:11])[CH:8]=[C:7]([CH3:12])[N:6]2[CH:13]=1.[CH3:14][N:15]1[CH:19]=[C:18]([C:20]2[CH:25]=[CH:24][CH:23]=[CH:22][CH:21]=2)[NH:17][C:16]1=[S:26].C([O-])([O-])=O.[K+].[K+]. The catalyst is CN(C=O)C. The product is [CH3:12][C:7]1[N:6]2[CH:13]=[C:3]([CH2:2][S:26][C:16]3[N:15]([CH3:14])[CH:19]=[C:18]([C:20]4[CH:25]=[CH:24][CH:23]=[CH:22][CH:21]=4)[N:17]=3)[N:4]=[C:5]2[N:10]=[C:9]([CH3:11])[CH:8]=1. The yield is 0.470. (2) The reactants are [C:1]([C:3]1[CH:4]=[C:5]([CH:10]=[C:11]([O:13][CH2:14][CH2:15][O:16][CH3:17])[CH:12]=1)[C:6]([O:8]C)=[O:7])#[N:2].[OH-].[Li+]. The catalyst is O1CCCC1. The product is [C:1]([C:3]1[CH:4]=[C:5]([CH:10]=[C:11]([O:13][CH2:14][CH2:15][O:16][CH3:17])[CH:12]=1)[C:6]([OH:8])=[O:7])#[N:2]. The yield is 0.970. (3) The reactants are [C:1]([C:4]1[C:5]([O:26][CH3:27])=[C:6]([CH:12]2[CH2:15][N:14]([C:16]([O:18][CH2:19][C:20]3[CH:25]=[CH:24][CH:23]=[CH:22][CH:21]=3)=[O:17])[CH2:13]2)[C:7]([CH3:11])=[C:8]([Cl:10])[CH:9]=1)(=O)[CH3:2].C(O)C.[BH4-].[Na+].[NH3:33]. The catalyst is C([O-])C.C([O-])C.C([O-])C.C([O-])C.[Ti+4]. The product is [NH2:33][CH:1]([C:4]1[C:5]([O:26][CH3:27])=[C:6]([CH:12]2[CH2:15][N:14]([C:16]([O:18][CH2:19][C:20]3[CH:25]=[CH:24][CH:23]=[CH:22][CH:21]=3)=[O:17])[CH2:13]2)[C:7]([CH3:11])=[C:8]([Cl:10])[CH:9]=1)[CH3:2]. The yield is 0.980. (4) The reactants are [Br:1][C:2]1[CH:10]=[C:9]2[C:5]([C:6]([C:11]([OH:13])=[O:12])=[CH:7][NH:8]2)=[CH:4][CH:3]=1.[H-].[Na+].Br[CH2:17][C:18]#[N:19].Cl. The catalyst is CN(C)C=O.O. The product is [Br:1][C:2]1[CH:10]=[C:9]2[C:5]([C:6]([C:11]([OH:13])=[O:12])=[CH:7][N:8]2[CH2:17][C:18]#[N:19])=[CH:4][CH:3]=1. The yield is 0.680.